Task: Predict the reactants needed to synthesize the given product.. Dataset: Full USPTO retrosynthesis dataset with 1.9M reactions from patents (1976-2016) (1) Given the product [Cl:44][C:10]1[C:11]([NH:16][C:17]2[NH:43][C:20]3=[N:21][C:22]([O:38][CH2:39][CH:40]([F:41])[F:42])=[C:23]([C:25](=[O:37])[NH:26][C@H:27]4[CH2:32][CH2:31][C@H:30]([C:33]([F:36])([F:34])[F:35])[CH2:29][CH2:28]4)[CH:24]=[C:19]3[N:18]=2)=[C:12]([Cl:15])[CH:13]=[CH:14][C:9]=1[CH2:8][NH2:7], predict the reactants needed to synthesize it. The reactants are: C(OC(=O)[NH:7][CH2:8][C:9]1[CH:14]=[CH:13][C:12]([Cl:15])=[C:11]([NH:16][C:17]2[NH:43][C:20]3=[N:21][C:22]([O:38][CH2:39][CH:40]([F:42])[F:41])=[C:23]([C:25](=[O:37])[NH:26][C@H:27]4[CH2:32][CH2:31][C@H:30]([C:33]([F:36])([F:35])[F:34])[CH2:29][CH2:28]4)[CH:24]=[C:19]3[N:18]=2)[C:10]=1[Cl:44])(C)(C)C.Cl. (2) Given the product [CH2:38]1[N:43]([C:2]2[N:11]=[C:10]([C:12]3[C:13](=[O:26])[NH:14][C:15](=[O:25])[C:16]=3[C:17]3[C:18]4[S:24][CH:23]=[CH:22][C:19]=4[NH:20][CH:21]=3)[C:9]3[C:4](=[CH:5][CH:6]=[CH:7][CH:8]=3)[N:3]=2)[CH2:42][CH2:41][N:40]2[CH2:44][CH2:45][CH2:46][C@H:39]12, predict the reactants needed to synthesize it. The reactants are: Cl[C:2]1[N:11]=[C:10]([C:12]2[C:13](=[O:26])[NH:14][C:15](=[O:25])[C:16]=2[C:17]2[C:18]3[S:24][CH:23]=[CH:22][C:19]=3[NH:20][CH:21]=2)[C:9]2[C:4](=[CH:5][CH:6]=[CH:7][CH:8]=2)[N:3]=1.O[C@H](C1C=CC=CC=1)C(O)=O.[CH2:38]1[NH:43][CH2:42][CH2:41][N:40]2[CH2:44][CH2:45][CH2:46][C@H:39]12.C([O-])(O)=O.[Na+].